Task: Predict the reaction yield, written as a fraction of the theoretical maximum amount of product (1.0 means a 100% yield; for example, 0.34 means a 34% yield).. Dataset: Reaction yield outcomes from USPTO patents with 853,638 reactions (1) The reactants are [C:1]([C:3]1[C:8](=O)[NH:7][C:6]([S:10][CH3:11])=[N:5][C:4]=1[C:12]1[CH:13]=[C:14]([O:18][CH3:19])[CH:15]=[N:16][CH:17]=1)#[N:2].O=P(Cl)(Cl)[Cl:22]. The catalyst is O1CCOCC1. The product is [Cl:22][C:8]1[N:7]=[C:6]([S:10][CH3:11])[N:5]=[C:4]([C:12]2[CH:13]=[C:14]([O:18][CH3:19])[CH:15]=[N:16][CH:17]=2)[C:3]=1[C:1]#[N:2]. The yield is 0.900. (2) The yield is 0.170. The catalyst is C(O)C. The reactants are [Br:1][C:2]1[CH:7]=[CH:6][C:5]([C:8](=O)[CH2:9][C:10](=O)[C:11]([F:14])([F:13])[F:12])=[CH:4][CH:3]=1.[C:17]([NH:25][NH2:26])(=[O:24])[C:18]1[CH:23]=[CH:22][CH:21]=[N:20][CH:19]=1. The product is [Br:1][C:2]1[CH:7]=[CH:6][C:5]([C:8]2[CH:9]=[C:10]([C:11]([F:14])([F:13])[F:12])[N:25]([C:17]([C:18]3[CH:19]=[N:20][CH:21]=[CH:22][CH:23]=3)=[O:24])[N:26]=2)=[CH:4][CH:3]=1. (3) The catalyst is C(Cl)(Cl)(Cl)Cl. The product is [Br:17][CH2:9][C:3]1[CH:4]=[CH:5][C:6]([I:8])=[CH:7][C:2]=1[F:1]. The reactants are [F:1][C:2]1[CH:7]=[C:6]([I:8])[CH:5]=[CH:4][C:3]=1[CH3:9].C1C(=O)N([Br:17])C(=O)C1. The yield is 0.570. (4) The reactants are CN1[CH2:6][C:5]2[CH:7]=[CH:8][CH:9]=[CH:10][C:4]=2[S:3]1.[NH:11]1[C:19]2[C:14](=[CH:15][CH:16]=[CH:17][CH:18]=2)[CH:13]=[CH:12]1.ClC(Cl)(Cl)C(O)=O.[OH-].[Na+].C(OCC)(=O)C.CO.[CH2:37]([N:39](CC)CC)C. The catalyst is C1COCC1.C(OCC)(=O)C. The product is [NH:11]1[C:19]2[C:14](=[CH:15][CH:16]=[CH:17][CH:18]=2)[C:13]([S:3][C:4]2[CH:10]=[CH:9][CH:8]=[CH:7][C:5]=2[CH2:6][CH2:37][NH2:39])=[CH:12]1. The yield is 0.670. (5) The reactants are I.[NH2:2][C:3]1[C:4]([C:11]([NH:13][C:14](=[NH:17])SC)=[O:12])=[N:5][C:6]([Cl:10])=[C:7]([NH2:9])[N:8]=1.OCCOC1C=CC([CH2:28][CH2:29][CH2:30][CH2:31][NH2:32])=CC=1.CO.C(N(C(C)C)CC)(C)C. The catalyst is C1COCC1. The product is [ClH:10].[CH2:31]([NH:32][C:14]([NH:13][C:11]([C:4]1[C:3]([NH2:2])=[N:8][C:7]([NH2:9])=[C:6]([Cl:10])[N:5]=1)=[O:12])=[NH:17])[CH2:30][CH2:29][CH3:28]. The yield is 0.730. (6) The catalyst is CN(C=O)C. The yield is 0.950. The reactants are [Cl:1][C:2]1[CH:3]=[CH:4][C:5](O)=[C:6]([CH:10]=1)[C:7]([NH2:9])=[O:8].[C:12]([O-:15])([O-])=O.[K+].[K+].[CH2:18](Br)[C:19]1[CH:24]=[CH:23][CH:22]=[CH:21][CH:20]=1. The product is [Cl:1][C:2]1[CH:3]=[CH:4][C:5]([CH:18]([O:15][CH3:12])[C:19]2[CH:24]=[CH:23][CH:22]=[CH:21][CH:20]=2)=[C:6]([CH:10]=1)[C:7]([NH2:9])=[O:8]. (7) The reactants are [CH:1]1([CH2:6][CH:7]([C:11]2[CH:16]=[CH:15][C:14]([S:17]([CH3:20])(=[O:19])=[O:18])=[C:13]([N+:21]([O-:23])=[O:22])[CH:12]=2)[C:8]([OH:10])=O)[CH2:5][CH2:4][CH2:3][CH2:2]1.C(N(CC)CC)C.F[P-](F)(F)(F)(F)F.N1(O[P+](N(C)C)(N(C)C)N(C)C)C2C=CC=CC=2N=N1.[NH2:58][C:59]1[S:60][C:61]2[CH:67]=[CH:66][CH:65]=[CH:64][C:62]=2[N:63]=1.Cl. The catalyst is CN(C)C=O.O.C(OCC)(=O)C. The product is [S:60]1[C:61]2[CH:67]=[CH:66][CH:65]=[CH:64][C:62]=2[N:63]=[C:59]1[NH:58][C:8](=[O:10])[CH:7]([C:11]1[CH:16]=[CH:15][C:14]([S:17]([CH3:20])(=[O:18])=[O:19])=[C:13]([N+:21]([O-:23])=[O:22])[CH:12]=1)[CH2:6][CH:1]1[CH2:2][CH2:3][CH2:4][CH2:5]1. The yield is 0.450. (8) The reactants are [Cl:1][C:2]1[C:10]2[N:9]=[C:8]3[N:11]([C:16]4[C:21]([CH3:22])=[CH:20][C:19]([N+:23]([O-])=O)=[CH:18][N:17]=4)[CH2:12][CH2:13][CH2:14][CH2:15][N:7]3[C:6]=2[C:5]([CH:26]([CH2:29][CH3:30])[CH2:27][CH3:28])=[CH:4][CH:3]=1. The catalyst is [Pd].O1CCCC1. The product is [Cl:1][C:2]1[C:10]2[N:9]=[C:8]3[N:11]([C:16]4[N:17]=[CH:18][C:19]([NH2:23])=[CH:20][C:21]=4[CH3:22])[CH2:12][CH2:13][CH2:14][CH2:15][N:7]3[C:6]=2[C:5]([CH:26]([CH2:29][CH3:30])[CH2:27][CH3:28])=[CH:4][CH:3]=1. The yield is 0.900.